Dataset: Drug-target binding data from BindingDB using IC50 measurements. Task: Regression. Given a target protein amino acid sequence and a drug SMILES string, predict the binding affinity score between them. We predict pIC50 (pIC50 = -log10(IC50 in M); higher means more potent). Dataset: bindingdb_ic50. (1) The drug is Cc1c(C(=O)NC2CCC(C)CC2)nn(-c2ccccn2)c1-c1ccc(Cl)cc1. The target protein sequence is FRGSPFQEKMTAGDNSQLVPVVDTTNITEFYNKSLSSYKENEENIQCGENFMDMECFMILNPSQQLAIAVLSLTLGTFTVLENLLVLCVILHSRSLRCRPSYHFIGSLAVADLLGSVIFVYSFVDFHVFHRKDSPNVFLFKLGGVTASFTASVGSLFLTAIDRYISIHRPLAYKRIVTRPKAVVAFCLMWTIAIVIAVLPLLGWNCKKLQSVCSDIFPLIDETYLMFWIGVTSVLLLFIVYAYMYILWKAHSHAVRMIQRGTQKSIIIHTSEDGKVQVTRPDQARMDIRLAKTLVLILVVLIICWGPLLAIMVYDVFGKMNKLIKTVFAFC. The pIC50 is 6.2. (2) The small molecule is N[C@H]1CC[C@@H](CNc2cc(F)c(S(=O)(=O)Nc3nccs3)cc2Cl)CC1. The target protein (O08562) has sequence MAMLPPPGPQSFVHFTKQSLALIEQRISEEKAKEHKDEKKDDEEEGPKPSSDLEAGKQLPFIYGDIPPGMVSEPLEDLDPYYADKKTFIVLNKGKAIFRFNATPALYMLSPFSPLRRISIKILVHSLFSMLIMCTILTNCIFMTLSNPPEWTKNVEYTFTGIYTFESLIKILARGFCVGEFTFLRDPWNWLDFVVIVFAYLTEFVNLGNVSALRTFRVLRALKTISVIPGLKTIVGALIQSVKKLSDVMILTVFCLSVFALIGLQLFMGNLKHKCFRKELEENETLESIMNTAESEEELKKYFYYLEGSKDALLCGFSTDSGQCPEGYICVKAGRNPDYGYTSFDTFSWAFLALFRLMTQDYWENLYQQTLRAAGKTYMIFFVVVIFLGSFYLINLILAVVAMAYEEQNQANIEEAKQKELEFQQMLDRLKKEQEEAEAIAAAAAEFTSIGRSRIMGLSESSSETSRLSSKSAKERRNRRKKKKQKMSSGEEKGDDEKLS.... The pIC50 is 7.9. (3) The pIC50 is 6.3. The drug is O=S(=O)(NC1CCN(CCCO)CC1)c1cc(S(=O)(=O)c2ccccc2)ccc1C(F)(F)F. The target protein (Q8N474) has sequence MGIGRSEGGRRGAALGVLLALGAALLAVGSASEYDYVSFQSDIGPYQSGRFYTKPPQCVDIPADLRLCHNVGYKKMVLPNLLEHETMAEVKQQASSWVPLLNKNCHAGTQVFLCSLFAPVCLDRPIYPCRWLCEAVRDSCEPVMQFFGFYWPEMLKCDKFPEGDVCIAMTPPNATEASKPQGTTVCPPCDNELKSEAIIEHLCASEFALRMKIKEVKKENGDKKIVPKKKKPLKLGPIKKKDLKKLVLYLKNGADCPCHQLDNLSHHFLIMGRKVKSQYLLTAIHKWDKKNKEFKNFMKKMKNHECPTFQSVFK. (4) The small molecule is Cc1c(C(=O)Nc2ccccc2O)nnn1Cc1ccccc1O. The target protein (Q62976) has sequence MANGGGGGGGGSSGSSGGGGGGGGGETALRMSSNIHANHLSLDASSSSSSSSSSSSSSSSSVHEPKMDALIIPVTMEVPCDSRGQRMWWAFLASSMVTFFGGLFIILLWRTLKYLWTVCCHCGGKTKEAQKINNGSSQADGTLKPVDEKEEVVAAEVGWMTSVKDWAGVMISAQTLTGRVLVVLVFALSIGALVIYFIDSSNPIESCQNFYKDFTLQIDMAFNVFFLLYFGLRFIAANDKLWFWLEVNSVVDFFTVPPVFVSVYLNRSWLGLRFLRALRLIQFSEILQFLNILKTSNSIKLVNLLSIFISTWLTAAGFIHLVENSGDPWENFQNNQALTYWECVYLLMVTMSTVGYGDVYAKTTLGRLFMVFFILGGLAMFASYVPEIIELIGNRKKYGGSYSAVSGRKHIVVCGHITLESVSNFLKDFLHKDRDDVNVEIVFLHNISPNLELEALFKRHFTQVEFYQGSVLNPHDLARVKIESADACLILANKYCADPD.... The pIC50 is 4.7. (5) The drug is CC1(C)[C@H](C(=O)NC(=N)N)[C@H]1c1cccc2c1CCO2. The target protein (Q14940) has sequence MLRAALSLLALPLAGAAEEPTQKPESPGEPPPGLELFRWQWHEVEAPYLVALWILVASLAKIVFHLSRKVTSLVPESCLLILLGLVLGGIVLAVAKKAEYQLEPGTFFLFLLPPIVLDSGYFMPSRLFFDNLGAILTYAVVGTLWNAFTTGAALWGLQQAGLVAPRVQAGLLDFLLFGSLISAVDPVAVLAVFEEVHVNETLFIIVFGESLLNDAVTVVLYKVCNSFVEMGSANVQATDYLKGVASLFVVSLGGAAVGLVFAFLLALTTRFTKRVRIIEPLLVFLLAYAAYLTAEMASLSAILAVTMCGLGCKKYVEANISHKSRTTVKYTMKTLASCAETVIFMLLGISAVDSSKWAWDSGLVLGTLIFILFFRALGVVLQTWVLNQFRLVPLDKIDQVVMSYGGLRGAVAFALVILLDRTKVPAKDYFVATTIVVVFFTVIVQGLTIKPLVKWLKVKRSEHHKPTLNQELHEHTFDHILAAVEDVVGHHGYHYWRDRW.... The pIC50 is 5.5.